From a dataset of Forward reaction prediction with 1.9M reactions from USPTO patents (1976-2016). Predict the product of the given reaction. (1) Given the reactants [NH2:1][C:2]1[C:12]([Cl:13])=[CH:11][C:5]([C:6]([O:8]CC)=[O:7])=[CH:4][C:3]=1[Br:14], predict the reaction product. The product is: [NH2:1][C:2]1[C:12]([Cl:13])=[CH:11][C:5]([C:6]([OH:8])=[O:7])=[CH:4][C:3]=1[Br:14]. (2) Given the reactants [CH3:1][O:2][C:3]1[C:4]([CH2:22][C:23]([OH:25])=O)=[N:5][CH:6]=[C:7]([O:9][C:10]2[C:19]3[C:14](=[CH:15][CH:16]=[C:17]([O:20][CH3:21])[CH:18]=3)[N:13]=[CH:12][CH:11]=2)[CH:8]=1.[NH2:26][C:27]1[CH:31]=[C:30]([CH:32]([CH3:34])[CH3:33])[NH:29][N:28]=1, predict the reaction product. The product is: [CH:32]([C:30]1[NH:29][N:28]=[C:27]([NH:26][C:23](=[O:25])[CH2:22][C:4]2[C:3]([O:2][CH3:1])=[CH:8][C:7]([O:9][C:10]3[C:19]4[C:14](=[CH:15][CH:16]=[C:17]([O:20][CH3:21])[CH:18]=4)[N:13]=[CH:12][CH:11]=3)=[CH:6][N:5]=2)[CH:31]=1)([CH3:34])[CH3:33]. (3) Given the reactants [Si]([O:8][CH2:9][CH2:10][N:11]1[C:15]2[CH:16]=[CH:17][C:18]([C:20]3[CH:25]=[CH:24][C:23]([CH2:26][C@H:27]([NH:30][C:31]([C@@H:33]4[CH2:38][CH2:37][CH2:36][CH2:35][N:34]4C(OC(C)(C)C)=O)=[O:32])[C:28]#[N:29])=[CH:22][CH:21]=3)=[CH:19][C:14]=2[S:13][C:12]1=[O:46])(C(C)(C)C)(C)C.C(OCC)C, predict the reaction product. The product is: [C:28]([C@@H:27]([NH:30][C:31]([C@@H:33]1[CH2:38][CH2:37][CH2:36][CH2:35][NH:34]1)=[O:32])[CH2:26][C:23]1[CH:22]=[CH:21][C:20]([C:18]2[CH:17]=[CH:16][C:15]3[N:11]([CH2:10][CH2:9][OH:8])[C:12](=[O:46])[S:13][C:14]=3[CH:19]=2)=[CH:25][CH:24]=1)#[N:29].